Dataset: Forward reaction prediction with 1.9M reactions from USPTO patents (1976-2016). Task: Predict the product of the given reaction. (1) Given the reactants ClC(Cl)(O[C:5](=[O:11])OC(Cl)(Cl)Cl)Cl.[CH2:13]([N:15]1[C:19]2[N:20]=[C:21]([C:31]3[CH:37]=[CH:36][C:34]([NH2:35])=[CH:33][CH:32]=3)[N:22]=[C:23]([N:24]3[CH2:29][CH2:28][O:27][CH2:26][C@@H:25]3[CH3:30])[C:18]=2[N:17]=[N:16]1)[CH3:14].[N:38]1[CH:43]=[CH:42][C:41]([NH2:44])=[CH:40][CH:39]=1.CCN(CC)CC, predict the reaction product. The product is: [CH2:13]([N:15]1[C:19]2[N:20]=[C:21]([C:31]3[CH:37]=[CH:36][C:34]([NH:35][C:5]([NH:44][C:41]4[CH:42]=[CH:43][N:38]=[CH:39][CH:40]=4)=[O:11])=[CH:33][CH:32]=3)[N:22]=[C:23]([N:24]3[CH2:29][CH2:28][O:27][CH2:26][C@@H:25]3[CH3:30])[C:18]=2[N:17]=[N:16]1)[CH3:14]. (2) Given the reactants [CH2:1]([CH:3]1[O:8][CH2:7][CH2:6][NH:5][CH2:4]1)[CH3:2].C([N:12]([CH2:16][CH3:17])C(C)C)(C)C.Cl.C(O[C:22](=[NH:29])[CH2:23][C:24]([O:26][CH2:27][CH3:28])=[O:25])C.[CH2:30]([OH:32])C, predict the reaction product. The product is: [CH2:27]([O:26][C:24](=[O:25])[CH2:23][C:22]1[NH:29][C:30](=[O:32])[CH:17]=[C:16]([N:5]2[CH2:6][CH2:7][O:8][CH:3]([CH2:1][CH3:2])[CH2:4]2)[N:12]=1)[CH3:28]. (3) Given the reactants [Cl:1][C:2]1[CH:3]=[C:4]([NH:10]N=C2CCCCC2=O)[CH:5]=[C:6]([Cl:9])[C:7]=1[Cl:8].OS(O)(=O)=O.[C:24]([O-:27])([O-])=O.[Na+].[Na+], predict the reaction product. The product is: [Cl:9][C:6]1[C:7]([Cl:8])=[C:2]([Cl:1])[CH:3]=[C:4]2[C:5]=1[C:2]1[CH2:7][CH2:6][CH2:5][C:24](=[O:27])[C:3]=1[NH:10]2. (4) Given the reactants [CH:1]1(S(N2CCC3(C(=O)NCC3)CC2)(=O)=O)CC1.[CH:18]1([S:21]([N:24]2[CH2:46][CH2:45][C:27]3([C:31](=[O:32])[N:30]([C:33]4[CH:38]=[CH:37][C:36]([CH:39]([OH:44])[C:40]([F:43])([F:42])[F:41])=[CH:35][CH:34]=4)[CH2:29][CH2:28]3)[CH2:26][CH2:25]2)(=[O:23])=[O:22])[CH2:20][CH2:19]1, predict the reaction product. The product is: [CH:18]1([S:21]([N:24]2[CH2:25][CH2:26][C:27]3([C:31](=[O:32])[N:30]([C:33]4[CH:34]=[CH:35][C:36]([C:39]([OH:44])([CH3:1])[C:40]([F:43])([F:41])[F:42])=[CH:37][CH:38]=4)[CH2:29][CH2:28]3)[CH2:45][CH2:46]2)(=[O:22])=[O:23])[CH2:20][CH2:19]1. (5) Given the reactants [Cl:1][C:2]1[CH:3]=[C:4]([CH:8]=[C:9]([F:15])[C:10]=1[C:11]([O:13][CH3:14])=[O:12])C(O)=O.C1(P(N=[N+]=[N-])(C2C=CC=CC=2)=[O:23])C=CC=CC=1.C([N:35]([CH2:38]C)CC)C.[C:40]([OH:44])([CH3:43])([CH3:42])[CH3:41], predict the reaction product. The product is: [C:40]([O:44][C:38]([NH:35][C:4]1[CH:8]=[C:9]([F:15])[C:10]([C:11]([O:13][CH3:14])=[O:12])=[C:2]([Cl:1])[CH:3]=1)=[O:23])([CH3:43])([CH3:42])[CH3:41]. (6) Given the reactants [F:1][C:2]([F:9])([F:8])[C:3]1[CH:7]=[CH:6][NH:5][N:4]=1.[OH-].[Na+].[Br:12]Br, predict the reaction product. The product is: [Br:12][C:7]1[C:3]([C:2]([F:9])([F:8])[F:1])=[N:4][NH:5][CH:6]=1. (7) Given the reactants [C:1]([O:9][C@H:10]1[C:14]([F:16])([F:15])[CH:13](O)[O:12][C@@H:11]1[CH2:18][O:19][C:20](=[O:27])[C:21]1[CH:26]=[CH:25][CH:24]=[CH:23][CH:22]=1)(=[O:8])[C:2]1[CH:7]=[CH:6][CH:5]=[CH:4][CH:3]=1.Cl.[CH3:29][O:30][NH2:31].C1(C)C=C[C:35]([S:38]([O-])(=[O:40])=[O:39])=CC=1.[NH+]1C=CC=CC=1.C(=O)([O-])O.[Na+].CS(Cl)(=O)=O, predict the reaction product. The product is: [C:20]([O:19][CH2:18][C@@H:11]([O:12][S:38]([CH3:35])(=[O:40])=[O:39])[C@@H:10]([O:9][C:1](=[O:8])[C:2]1[CH:7]=[CH:6][CH:5]=[CH:4][CH:3]=1)[C:14]([F:15])([F:16])/[CH:13]=[N:31]/[O:30][CH3:29])(=[O:27])[C:21]1[CH:26]=[CH:25][CH:24]=[CH:23][CH:22]=1.